From a dataset of Peptide-MHC class I binding affinity with 185,985 pairs from IEDB/IMGT. Regression. Given a peptide amino acid sequence and an MHC pseudo amino acid sequence, predict their binding affinity value. This is MHC class I binding data. (1) The peptide sequence is MVIFFMSPK. The MHC is HLA-C04:01 with pseudo-sequence HLA-C04:01. The binding affinity (normalized) is 0.213. (2) The peptide sequence is RSLFNTIATLY. The MHC is HLA-A02:01 with pseudo-sequence HLA-A02:01. The binding affinity (normalized) is 0.388. (3) The peptide sequence is WTLETLPRV. The MHC is HLA-B07:02 with pseudo-sequence HLA-B07:02. The binding affinity (normalized) is 0.0847. (4) The peptide sequence is MRYTCLNSEK. The MHC is HLA-A33:01 with pseudo-sequence HLA-A33:01. The binding affinity (normalized) is 0.185. (5) The peptide sequence is SLFGAAVSL. The MHC is BoLA-T2C with pseudo-sequence BoLA-T2C. The binding affinity (normalized) is 0.808. (6) The peptide sequence is FAHDDRYLY. The MHC is SLA-20401 with pseudo-sequence SLA-20401. The binding affinity (normalized) is 0.0847. (7) The peptide sequence is LRAEDTAVY. The MHC is HLA-A24:02 with pseudo-sequence HLA-A24:02. The binding affinity (normalized) is 0. (8) The peptide sequence is RLLACLCKHK. The MHC is HLA-A03:01 with pseudo-sequence HLA-A03:01. The binding affinity (normalized) is 1.00.